The task is: Predict the reaction yield, written as a fraction of the theoretical maximum amount of product (1.0 means a 100% yield; for example, 0.34 means a 34% yield).. This data is from Reaction yield outcomes from USPTO patents with 853,638 reactions. (1) The reactants are C([N:4]1[CH2:9][C:8](=[O:10])[NH:7][C:6](=[CH:11][C:12]2[CH:17]=[CH:16][C:15]([O:18][CH2:19][C:20]3[CH:25]=[CH:24][CH:23]=[CH:22][CH:21]=3)=[CH:14][N:13]=2)[C:5]1=[O:26])(=O)C.[CH:27](=O)[C:28]1[CH:33]=[CH:32][CH:31]=[CH:30][CH:29]=1.[CH2:35](N(CC)CC)C. The catalyst is CN(C)C=O. The product is [CH2:19]([O:18][C:15]1[CH:16]=[CH:17][C:12]([CH:11]=[C:6]2[NH:7][C:8](=[O:10])[C:9](=[CH:35][CH2:27][C:28]3[CH:33]=[CH:32][CH:31]=[CH:30][CH:29]=3)[NH:4][C:5]2=[O:26])=[N:13][CH:14]=1)[C:20]1[CH:21]=[CH:22][CH:23]=[CH:24][CH:25]=1. The yield is 0.830. (2) The reactants are [Br:1][C:2]1[CH:3]=[C:4]([CH:9]=[CH:10][C:11]=1I)[C:5]([O:7][CH3:8])=[O:6].[C:13]([O:17][CH3:18])(=[O:16])[CH:14]=[CH2:15].C(=O)([O-])[O-].[K+].[K+].C(OCC)(=O)C. The catalyst is CCCC[N+](CCCC)(CCCC)CCCC.[Cl-].CN(C)C=O.[Cl-].[Na+].O.C([O-])(=O)C.[Pd+2].C([O-])(=O)C. The product is [Br:1][C:2]1[CH:3]=[C:4]([CH:9]=[CH:10][C:11]=1/[CH:15]=[CH:14]/[C:13]([O:17][CH3:18])=[O:16])[C:5]([O:7][CH3:8])=[O:6]. The yield is 0.670. (3) The reactants are [F:1][C:2]1[CH:3]=[C:4]2[C:9]([OH:10])=[C:8]([C:11]3[NH:16][C:15]4[CH:17]=[CH:18][C:19](I)=[CH:20][C:14]=4[S:13](=[O:23])(=[O:22])[N:12]=3)[C:7](=[O:24])[N:6]([CH2:25][CH2:26][CH:27]([CH3:29])[CH3:28])[N:5]2[CH:30]=1.[O-]P(OP(OP([O-])([O-])=O)([O-])=O)(=O)[O-].[K+].[K+].[K+].[K+].[K+].N(CC(O)=O)C.[CH3:55][S:56]([NH2:59])(=[O:58])=[O:57]. The catalyst is [Cu]I.CN(C)C=O. The product is [F:1][C:2]1[CH:3]=[C:4]2[C:9]([OH:10])=[C:8]([C:11]3[NH:16][C:15]4[CH:17]=[CH:18][C:19]([NH:59][S:56]([CH3:55])(=[O:58])=[O:57])=[CH:20][C:14]=4[S:13](=[O:23])(=[O:22])[N:12]=3)[C:7](=[O:24])[N:6]([CH2:25][CH2:26][CH:27]([CH3:29])[CH3:28])[N:5]2[CH:30]=1. The yield is 0.154. (4) The reactants are [NH2:1][C:2]1[CH:18]=[CH:17][C:5]([O:6][C:7]2[CH:12]=[CH:11][N:10]=[C:9]([NH2:13])[C:8]=2[N+:14]([O-:16])=[O:15])=[CH:4][C:3]=1[F:19].[F:20][C:21]1[CH:26]=[CH:25][C:24]([C:27]([F:30])([F:29])[F:28])=[CH:23][C:22]=1[N:31]=[C:32]=[O:33]. No catalyst specified. The product is [NH2:13][C:9]1[C:8]([N+:14]([O-:16])=[O:15])=[C:7]([O:6][C:5]2[CH:17]=[CH:18][C:2]([NH:1][C:32]([NH:31][C:22]3[CH:23]=[C:24]([C:27]([F:28])([F:30])[F:29])[CH:25]=[CH:26][C:21]=3[F:20])=[O:33])=[C:3]([F:19])[CH:4]=2)[CH:12]=[CH:11][N:10]=1. The yield is 0.850. (5) The yield is 0.880. The reactants are C(C1C=CC(NC(=O)NC2C=CC(C3C=C4C(CN([C@@H](C(C)C)C(O)=O)C4=O)=CC=3)=CC=2)=CC=1)#N.[C:36]([C:40]1[CH:72]=[CH:71][C:43]([C:44]([NH:46][C:47]2[N:52]=[CH:51][C:50]([C:53]3[CH:61]=[C:60]4[C:56]([CH2:57][N:58]([C@@H:63]([CH:68]([CH3:70])[CH3:69])[C:64]([O:66]C)=[O:65])[C:59]4=[O:62])=[CH:55][CH:54]=3)=[CH:49][CH:48]=2)=[O:45])=[CH:42][CH:41]=1)([CH3:39])([CH3:38])[CH3:37]. The product is [C:36]([C:40]1[CH:72]=[CH:71][C:43]([C:44]([NH:46][C:47]2[N:52]=[CH:51][C:50]([C:53]3[CH:61]=[C:60]4[C:56]([CH2:57][N:58]([C@@H:63]([CH:68]([CH3:69])[CH3:70])[C:64]([OH:66])=[O:65])[C:59]4=[O:62])=[CH:55][CH:54]=3)=[CH:49][CH:48]=2)=[O:45])=[CH:42][CH:41]=1)([CH3:38])([CH3:37])[CH3:39]. No catalyst specified. (6) The reactants are [CH3:1][O:2][C:3]1[CH:8]=[CH:7][CH:6]=[CH:5][C:4]=1[OH:9].C1OCCOCCOCCOCCOCCOC1.[Br:28][C:29]1[CH:34]=[C:33](F)[C:32]([N+:36]([O-:38])=[O:37])=[CH:31][C:30]=1[F:39].C(Cl)(Cl)Cl. The catalyst is CS(C)=O.C1COCC1. The product is [Br:28][C:29]1[CH:34]=[C:33]([O:9][C:4]2[CH:5]=[CH:6][CH:7]=[CH:8][C:3]=2[O:2][CH3:1])[C:32]([N+:36]([O-:38])=[O:37])=[CH:31][C:30]=1[F:39]. The yield is 0.580.